Dataset: Reaction yield outcomes from USPTO patents with 853,638 reactions. Task: Predict the reaction yield, written as a fraction of the theoretical maximum amount of product (1.0 means a 100% yield; for example, 0.34 means a 34% yield). (1) The reactants are Cl[C:2]1[C:7]([C:8]#[N:9])=[CH:6][CH:5]=[CH:4][N:3]=1.C([Sn](CCCC)(CCCC)[C:15]1[CH:20]=[CH:19][N:18]=[CH:17][CH:16]=1)CCC. No catalyst specified. The product is [N:3]1[CH:4]=[CH:5][CH:6]=[C:7]([C:8]#[N:9])[C:2]=1[C:15]1[CH:20]=[CH:19][N:18]=[CH:17][CH:16]=1. The yield is 0.390. (2) The yield is 0.300. The product is [Cl:1][C:2]1[CH:3]=[C:4]2[C:8](=[CH:9][CH:10]=1)[NH:7][CH:6]=[C:5]2[C:11]1[O:12][CH:15]=[C:16]([C:17]([O:19][CH2:20][CH3:21])=[O:18])[N:13]=1. The reactants are [Cl:1][C:2]1[CH:3]=[C:4]2[C:8](=[CH:9][CH:10]=1)[NH:7][CH:6]=[C:5]2[C:11]([NH2:13])=[O:12].Br[CH2:15][C:16](=O)[C:17]([O:19][CH2:20][CH3:21])=[O:18]. The catalyst is CCO.